Task: Predict the reaction yield, written as a fraction of the theoretical maximum amount of product (1.0 means a 100% yield; for example, 0.34 means a 34% yield).. Dataset: Reaction yield outcomes from USPTO patents with 853,638 reactions (1) The reactants are FC(F)(F)C(O)=O.C(OC([N:15]1[CH2:20][CH2:19][C:18]2[N:21]([CH2:31][CH:32]([OH:48])[CH2:33][N:34]3[CH2:39][CH2:38][N:37]([C:40]4[CH:45]=[CH:44][CH:43]=[CH:42][C:41]=4[C:46]#[N:47])[CH2:36][CH2:35]3)[N:22]=[C:23]([C:24]3[CH:29]=[CH:28][C:27]([I:30])=[CH:26][CH:25]=3)[C:17]=2[CH2:16]1)=O)(C)(C)C. The catalyst is C(Cl)Cl. The product is [OH:48][CH:32]([CH2:31][N:21]1[C:18]2[CH2:19][CH2:20][NH:15][CH2:16][C:17]=2[C:23]([C:24]2[CH:29]=[CH:28][C:27]([I:30])=[CH:26][CH:25]=2)=[N:22]1)[CH2:33][N:34]1[CH2:35][CH2:36][N:37]([C:40]2[CH:45]=[CH:44][CH:43]=[CH:42][C:41]=2[C:46]#[N:47])[CH2:38][CH2:39]1. The yield is 1.00. (2) The product is [C:29]([O:33][C:34](=[O:35])[NH:36][C@H:37]([C:38](=[O:39])[NH:3][C@@H:4]1[C:10](=[O:11])[N:9]([CH2:12][C:13]2[C:22]3[C:17](=[CH:18][CH:19]=[CH:20][CH:21]=3)[N:16]=[CH:15][C:14]=2[O:23][CH3:24])[C:8]2[CH:25]=[CH:26][CH:27]=[CH:28][C:7]=2[CH2:6][CH2:5]1)[CH2:41][CH3:42])([CH3:30])([CH3:31])[CH3:32]. The catalyst is C([O-])(O)=O.[Na+].CN(C=O)C. The yield is 0.750. The reactants are Cl.Cl.[NH2:3][C@@H:4]1[C:10](=[O:11])[N:9]([CH2:12][C:13]2[C:22]3[C:17](=[CH:18][CH:19]=[CH:20][CH:21]=3)[N:16]=[CH:15][C:14]=2[O:23][CH3:24])[C:8]2[CH:25]=[CH:26][CH:27]=[CH:28][C:7]=2[CH2:6][CH2:5]1.[C:29]([O:33][C:34]([NH:36][C@@H:37]([CH2:41][CH3:42])[C:38](O)=[O:39])=[O:35])([CH3:32])([CH3:31])[CH3:30].C1C=CC2N(O)N=NC=2C=1.O.CN(C(ON1N=NC2C=CC=CC1=2)=[N+](C)C)C.F[P-](F)(F)(F)(F)F.